From a dataset of Catalyst prediction with 721,799 reactions and 888 catalyst types from USPTO. Predict which catalyst facilitates the given reaction. (1) Reactant: C(N(CC)CC)C.[OH:8][CH:9]1[CH2:14][CH2:13][N:12]([C:15]([O:17][C:18]([CH3:21])([CH3:20])[CH3:19])=[O:16])[CH2:11][CH2:10]1.[CH3:22][S:23](Cl)(=[O:25])=[O:24]. Product: [S:23]([O:8][CH:9]1[CH2:10][CH2:11][N:12]([C:15]([O:17][C:18]([CH3:21])([CH3:20])[CH3:19])=[O:16])[CH2:13][CH2:14]1)([CH3:22])(=[O:25])=[O:24]. The catalyst class is: 2. (2) Reactant: F[C:2]1[CH:3]=[C:4]2[C:13](=[CH:14][CH:15]=1)[C:12](=[O:16])[C:11]1[C:10]([OH:17])=[CH:9][C:8]([N:18]3[CH2:23][CH2:22][O:21][CH2:20][CH2:19]3)=[CH:7][C:6]=1[O:5]2.[CH2:24]([OH:27])[CH2:25][OH:26].[H-].[Na+]. Product: [OH:17][C:10]1[C:11]2[C:12](=[O:16])[C:13]3[C:4](=[CH:3][C:2]([O:26][CH2:25][CH2:24][OH:27])=[CH:15][CH:14]=3)[O:5][C:6]=2[CH:7]=[C:8]([N:18]2[CH2:23][CH2:22][O:21][CH2:20][CH2:19]2)[CH:9]=1. The catalyst class is: 3. (3) Reactant: [CH3:1]C(C)([O-])C.[K+].[Br:7][C:8]1[CH:9]=[C:10]2[C:15](=[CH:16][CH:17]=1)[N:14]=[C:13]([C:18](=O)[CH3:19])[CH:12]=[CH:11]2. Product: [Br:7][C:8]1[CH:9]=[C:10]2[C:15](=[CH:16][CH:17]=1)[N:14]=[C:13]([C:18]([CH3:19])=[CH2:1])[CH:12]=[CH:11]2. The catalyst class is: 307. (4) Reactant: [SH:1][CH2:2][C:3]([O:5][CH2:6][CH3:7])=[O:4].C(ON=O)CC(C)C.[Cl:16][C:17]1[CH:22]=[CH:21][C:20](N)=[C:19]([O:24][C:25]2[CH:30]=[CH:29][C:28]([S:31]([CH3:34])(=[O:33])=[O:32])=[CH:27][C:26]=2[Cl:35])[CH:18]=1. Product: [Cl:16][C:17]1[CH:22]=[CH:21][C:20]([S:1][CH2:2][C:3]([O:5][CH2:6][CH3:7])=[O:4])=[C:19]([O:24][C:25]2[CH:30]=[CH:29][C:28]([S:31]([CH3:34])(=[O:32])=[O:33])=[CH:27][C:26]=2[Cl:35])[CH:18]=1. The catalyst class is: 47. (5) Reactant: [CH3:1][C:2]1[C:6]([C:7]2[NH:24][C:10]3=[N:11][CH:12]=[C:13](B4OC(C)(C)C(C)(C)O4)[CH:14]=[C:9]3[CH:8]=2)=[C:5]([CH3:25])[O:4][N:3]=1.FC(F)(F)S(O[C:32]1[N:36]([CH2:37][CH3:38])[N:35]=[C:34]([C:39]2[CH:40]=[N:41][CH:42]=[CH:43][CH:44]=2)[CH:33]=1)(=O)=O.C(=O)([O-])[O-].[K+].[K+]. Product: [CH2:37]([N:36]1[C:32]([C:13]2[CH:14]=[C:9]3[CH:8]=[C:7]([C:6]4[C:2]([CH3:1])=[N:3][O:4][C:5]=4[CH3:25])[NH:24][C:10]3=[N:11][CH:12]=2)=[CH:33][C:34]([C:39]2[CH:40]=[N:41][CH:42]=[CH:43][CH:44]=2)=[N:35]1)[CH3:38]. The catalyst class is: 70. (6) Reactant: C1(C2(CCC3C=C(C(C)(C)CNC(C4C=CNN=4)=O)C=CC=3)CC(=O)CC(=O)O2)CCCC1.[Cl:34][CH2:35][C:36]#[N:37].[NH2:38][C:39]1[CH:43]=[CH:42][S:41][C:40]=1[C:44]([O:46]C)=O.Cl. Product: [Cl:34][CH2:35][C:36]1[NH:37][C:44](=[O:46])[C:40]2[S:41][CH:42]=[CH:43][C:39]=2[N:38]=1. The catalyst class is: 12.